Dataset: Reaction yield outcomes from USPTO patents with 853,638 reactions. Task: Predict the reaction yield, written as a fraction of the theoretical maximum amount of product (1.0 means a 100% yield; for example, 0.34 means a 34% yield). The reactants are [N:1]1[N:2]=[C:3]([NH2:6])[NH:4][CH:5]=1.[C:7]([C:9]1[CH:14]=[CH:13][CH:12]=[CH:11][C:10]=1[C:15]1[CH:20]=[C:19]([F:21])[C:18]([CH2:22][CH:23]([C:28](=O)[CH2:29][CH2:30][CH2:31][CH3:32])[C:24](OC)=[O:25])=[C:17]([F:34])[CH:16]=1)#[N:8]. The catalyst is ClC1C=CC(Cl)=CC=1Cl. The product is [CH2:29]([C:28]1[N:2]2[N:1]=[CH:5][N:4]=[C:3]2[NH:6][C:24](=[O:25])[C:23]=1[CH2:22][C:18]1[C:17]([F:34])=[CH:16][C:15]([C:10]2[C:9]([C:7]#[N:8])=[CH:14][CH:13]=[CH:12][CH:11]=2)=[CH:20][C:19]=1[F:21])[CH2:30][CH2:31][CH3:32]. The yield is 0.570.